Predict the reaction yield, written as a fraction of the theoretical maximum amount of product (1.0 means a 100% yield; for example, 0.34 means a 34% yield). From a dataset of Reaction yield outcomes from USPTO patents with 853,638 reactions. The reactants are Cl.Cl.[C:3]1([C:9]2[C:10]([N:18]3[CH2:23][CH2:22][NH:21][CH2:20][CH2:19]3)=[C:11]3[CH:17]=[CH:16][NH:15][C:12]3=[N:13][CH:14]=2)[CH:8]=[CH:7][CH:6]=[CH:5][CH:4]=1.[C:24]([O:28][C:29]([NH:31][CH2:32][CH2:33][C:34](O)=[O:35])=[O:30])([CH3:27])([CH3:26])[CH3:25].C1C=CC2N(O)N=NC=2C=1.O.CCN=C=NCCCN(C)C.CCN(C(C)C)C(C)C.C([O-])([O-])=O.[Na+].[Na+]. The catalyst is C(Cl)Cl. The product is [O:35]=[C:34]([N:21]1[CH2:20][CH2:19][N:18]([C:10]2[C:9]([C:3]3[CH:4]=[CH:5][CH:6]=[CH:7][CH:8]=3)=[CH:14][N:13]=[C:12]3[NH:15][CH:16]=[CH:17][C:11]=23)[CH2:23][CH2:22]1)[CH2:33][CH2:32][NH:31][C:29](=[O:30])[O:28][C:24]([CH3:26])([CH3:25])[CH3:27]. The yield is 0.430.